Dataset: Full USPTO retrosynthesis dataset with 1.9M reactions from patents (1976-2016). Task: Predict the reactants needed to synthesize the given product. (1) Given the product [CH2:1]([O:8][C:9]1[C:10]([C:19]#[C:18][CH2:17][OH:20])=[N:11][C:12]([Cl:15])=[CH:13][CH:14]=1)[C:2]1[CH:7]=[CH:6][CH:5]=[CH:4][CH:3]=1, predict the reactants needed to synthesize it. The reactants are: [CH2:1]([O:8][C:9]1[C:10](I)=[N:11][C:12]([Cl:15])=[CH:13][CH:14]=1)[C:2]1[CH:7]=[CH:6][CH:5]=[CH:4][CH:3]=1.[CH2:17]([OH:20])[C:18]#[CH:19].O. (2) Given the product [NH2:22][C:21]1[C:3]2[C:2](=[CH:20][CH:19]=[CH:18][C:4]=2[O:5][CH:6]2[CH2:11][CH2:10][CH:9]([C:12](=[O:13])[NH:14][CH:15]([CH3:17])[CH3:16])[CH2:8][CH2:7]2)[N:1]=[C:24]([CH3:31])[C:25]=1[C:26]([O:28][CH2:29][CH3:30])=[O:27], predict the reactants needed to synthesize it. The reactants are: [NH2:1][C:2]1[C:3]([C:21]#[N:22])=[C:4]([CH:18]=[CH:19][CH:20]=1)[O:5][CH:6]1[CH2:11][CH2:10][CH:9]([C:12]([NH:14][CH:15]([CH3:17])[CH3:16])=[O:13])[CH2:8][CH2:7]1.O=[C:24]([CH3:31])[CH2:25][C:26]([O:28][CH2:29][CH3:30])=[O:27].